Dataset: Forward reaction prediction with 1.9M reactions from USPTO patents (1976-2016). Task: Predict the product of the given reaction. (1) Given the reactants [C:1]([N:4]([CH2:13][C:14]1[CH:19]=[CH:18][C:17]([CH3:20])=[CH:16][CH:15]=1)[NH:5]C(OC(C)(C)C)=O)(=[O:3])[NH2:2].[ClH:21], predict the reaction product. The product is: [ClH:21].[CH3:20][C:17]1[CH:16]=[CH:15][C:14]([CH2:13][N:4]([C:1]([NH2:2])=[O:3])[NH2:5])=[CH:19][CH:18]=1. (2) Given the reactants [NH2:1][C:2]1[CH:3]=[N:4][C:5]([O:10][CH2:11][C:12]([F:15])([F:14])[F:13])=[C:6]([CH:9]=1)[C:7]#[N:8].[H-].[Na+].[F:18][C:19]([F:49])([F:48])[C:20]1[CH:25]=[CH:24][C:23]([C@@H:26]2[C:35]3[C:30](=[CH:31][CH:32]=[CH:33][CH:34]=3)[CH2:29][CH2:28][N:27]2[C:36](OC2C=CC([N+]([O-])=O)=CC=2)=[O:37])=[CH:22][CH:21]=1.O, predict the reaction product. The product is: [C:7]([C:6]1[CH:9]=[C:2]([NH:1][C:36]([N:27]2[CH2:28][CH2:29][C:30]3[C:35](=[CH:34][CH:33]=[CH:32][CH:31]=3)[C@H:26]2[C:23]2[CH:24]=[CH:25][C:20]([C:19]([F:48])([F:18])[F:49])=[CH:21][CH:22]=2)=[O:37])[CH:3]=[N:4][C:5]=1[O:10][CH2:11][C:12]([F:15])([F:13])[F:14])#[N:8]. (3) Given the reactants [CH:1]1[CH:6]=[CH:5][C:4]([P-:7][C:8]2[CH:13]=[CH:12][CH:11]=[CH:10][CH:9]=2)=[CH:3][CH:2]=1.[K+].[CH3:15][N:16]([CH2:18][CH2:19][NH:20][C:21]1[CH:26]=[CH:25][CH:24]=[CH:23][C:22]=1F)[CH3:17].C(OCC)C, predict the reaction product. The product is: [CH3:15][N:16]([CH2:18][CH2:19][NH:20][C:21]1[CH:26]=[CH:25][CH:24]=[CH:23][C:22]=1[P:7]([C:8]1[CH:9]=[CH:10][CH:11]=[CH:12][CH:13]=1)[C:4]1[CH:5]=[CH:6][CH:1]=[CH:2][CH:3]=1)[CH3:17]. (4) Given the reactants C([NH:4][CH:5]([CH2:9][CH2:10][CH:11]([Br:15])[CH2:12][CH2:13][CH3:14])[C:6]([OH:8])=[O:7])(=O)C.[OH-].[Na+], predict the reaction product. The product is: [NH2:4][C@@H:5]([CH2:9][CH2:10][CH:11]([Br:15])[CH2:12][CH2:13][CH3:14])[C:6]([OH:8])=[O:7]. (5) Given the reactants [F:1][C:2]1[CH:35]=[CH:34][C:5]([CH2:6][O:7][C:8]2[CH:31]=[CH:30][C:11]3[C:12]([CH2:15][CH2:16][CH:17]4[CH2:22][CH2:21][N:20](C(OC(C)(C)C)=O)[CH2:19][CH2:18]4)=[N:13][O:14][C:10]=3[C:9]=2[CH2:32][OH:33])=[CH:4][CH:3]=1.CS(O)(=O)=O, predict the reaction product. The product is: [F:1][C:2]1[CH:3]=[CH:4][C:5]([CH2:6][O:7][C:8]2[CH:31]=[CH:30][C:11]3[C:12]([CH2:15][CH2:16][CH:17]4[CH2:18][CH2:19][NH:20][CH2:21][CH2:22]4)=[N:13][O:14][C:10]=3[C:9]=2[CH2:32][OH:33])=[CH:34][CH:35]=1. (6) Given the reactants Br[C:2]1[CH:7]=[CH:6][C:5]([O:8][CH3:9])=[CH:4][CH:3]=1.[Li]CCCC.CN(CCN(C)C)C.[C:23]([O:27][C:28]([N:30]1[CH2:35][CH2:34][CH:33]([CH:36]=[O:37])[CH2:32][CH2:31]1)=[O:29])([CH3:26])([CH3:25])[CH3:24], predict the reaction product. The product is: [C:23]([O:27][C:28]([N:30]1[CH2:35][CH2:34][CH:33]([CH:36]([OH:37])[C:2]2[CH:7]=[CH:6][C:5]([O:8][CH3:9])=[CH:4][CH:3]=2)[CH2:32][CH2:31]1)=[O:29])([CH3:26])([CH3:25])[CH3:24]. (7) Given the reactants [NH2:1][C:2]1[N:7]=[C:6](Cl)[C:5]([C:9]#[N:10])=[C:4]([CH3:11])[N:3]=1.[NH2:12][C@H:13]([C:15]1[N:20]=[C:19]2[CH:21]=[CH:22][N:23]([CH3:24])[C:18]2=[CH:17][C:16]=1[N:25]1[CH2:31][CH2:30][CH2:29][N:28]([C:32]([O:34][C:35]([CH3:38])([CH3:37])[CH3:36])=[O:33])[CH2:27][CH2:26]1)[CH3:14].C(N(CC)CC)C, predict the reaction product. The product is: [NH2:1][C:2]1[N:7]=[C:6]([NH:12][C@H:13]([C:15]2[N:20]=[C:19]3[CH:21]=[CH:22][N:23]([CH3:24])[C:18]3=[CH:17][C:16]=2[N:25]2[CH2:31][CH2:30][CH2:29][N:28]([C:32]([O:34][C:35]([CH3:36])([CH3:38])[CH3:37])=[O:33])[CH2:27][CH2:26]2)[CH3:14])[C:5]([C:9]#[N:10])=[C:4]([CH3:11])[N:3]=1.